Predict the reaction yield, written as a fraction of the theoretical maximum amount of product (1.0 means a 100% yield; for example, 0.34 means a 34% yield). From a dataset of Reaction yield outcomes from USPTO patents with 853,638 reactions. (1) The reactants are Cl[C:2]1[N:7]=[C:6]([NH:8][C:9]2[CH:14]=[CH:13][C:12]([O:15][CH2:16][CH3:17])=[CH:11][CH:10]=2)[C:5]([F:18])=[CH:4][N:3]=1.C(N(C(C)C)C(C)C)C.[CH2:28]1[CH2:38][O:37][C:36]2[CH:35]=[CH:34][C:32]([NH2:33])=[CH:31][C:30]=2[O:29]1. The catalyst is C(O)CO. The product is [CH2:16]([O:15][C:12]1[CH:13]=[CH:14][C:9]([NH:8][C:6]2[C:5]([F:18])=[CH:4][N:3]=[C:2]([NH:33][C:32]3[CH:34]=[CH:35][C:36]4[O:37][CH2:38][CH2:28][O:29][C:30]=4[CH:31]=3)[N:7]=2)=[CH:10][CH:11]=1)[CH3:17]. The yield is 0.600. (2) The reactants are Br.[Br:2][CH2:3][CH2:4][O:5][NH2:6].[C:7](O[C:7]([O:9][C:10]([CH3:13])([CH3:12])[CH3:11])=[O:8])([O:9][C:10]([CH3:13])([CH3:12])[CH3:11])=[O:8].CCN(CC)CC. The catalyst is C(Cl)Cl.CCOC(C)=O. The product is [C:10]([O:9][C:7](=[O:8])[NH:6][O:5][CH2:4][CH2:3][Br:2])([CH3:13])([CH3:12])[CH3:11]. The yield is 0.750. (3) The reactants are [Br:1][C:2]1[O:6][C:5]([CH2:7][CH2:8][CH3:9])=[N:4][C:3]=1[C:10]1[CH:15]=[CH:14][C:13]([Cl:16])=[CH:12][CH:11]=1.C1C(=O)N([Br:24])C(=O)C1.CC(N=NC(C#N)(C)C)(C#N)C. The yield is 0.760. The catalyst is C(Cl)(Cl)(Cl)Cl. The product is [Br:1][C:2]1[O:6][C:5]([CH:7]([Br:24])[CH2:8][CH3:9])=[N:4][C:3]=1[C:10]1[CH:15]=[CH:14][C:13]([Cl:16])=[CH:12][CH:11]=1. (4) The reactants are S(=O)(=O)=O.N1C=CC=CC=1.[OH:11][C@H:12]([CH2:39][CH2:40][C:41]1[CH:46]=[CH:45][CH:44]=[CH:43][CH:42]=1)/[CH:13]=[CH:14]/[C@@H:15]1[C@@H:22]2[C@@H:18]([O:19][C:20](=[O:23])[CH2:21]2)[CH2:17][C@H:16]1[O:24][C:25](=[O:38])[C:26]1[CH:31]=[CH:30][C:29]([C:32]2[CH:37]=[CH:36][CH:35]=[CH:34][CH:33]=2)=[CH:28][CH:27]=1.C(N(CC)CC)C.O. The product is [O:11]=[C:12]([CH2:39][CH2:40][C:41]1[CH:46]=[CH:45][CH:44]=[CH:43][CH:42]=1)/[CH:13]=[CH:14]/[C@@H:15]1[C@@H:22]2[C@@H:18]([O:19][C:20](=[O:23])[CH2:21]2)[CH2:17][C@H:16]1[O:24][C:25](=[O:38])[C:26]1[CH:31]=[CH:30][C:29]([C:32]2[CH:33]=[CH:34][CH:35]=[CH:36][CH:37]=2)=[CH:28][CH:27]=1. The catalyst is CS(C)=O.ClCCl. The yield is 0.870. (5) The product is [C:26]([C:28](=[CH:22][C:21]1[NH:32][C:15]2[CH:10]=[N:11][CH:12]=[N:13][C:14]=2[C:20]=1[C:24]1[CH:40]=[CH:38][C:42]([CH3:46])=[CH:43][CH:44]=1)[C:29]([NH2:31])=[O:30])#[N:27]. The reactants are C1(C)C=CC(C2[C:15]3[C:14](N)=[N:13][CH:12]=[N:11][C:10]=3NC=2C=C)=CC=1.[CH2:20]1[CH2:24]O[CH2:22][CH2:21]1.O.[C:26]([CH2:28][C:29]([NH2:31])=[O:30])#[N:27].[NH:32]1CCCCC1.[CH:38](O)([CH3:40])C.[CH2:42]1[CH2:46]O[CH2:44][CH2:43]1. The yield is 0.410. The catalyst is O.C(OCC)(=O)C.[Os](=O)(=O)(=O)=O.C(O)(C)(C)C. (6) The product is [N:9]1[C:8]2[CH:18]=[CH:10][CH:11]=[CH:12][C:7]=2[NH:6][CH:24]=1. The catalyst is ClCCl. The reactants are S(=O)(=O)(O)O.[NH2:6][CH2:7][C:8]#[N:9].[C:10]([C:18]1C=CC=CC=1)(=O)[C:11]1C=CC=C[CH:12]=1.[CH3:24]CN(C(C)C)C(C)C. The yield is 0.820.